Dataset: Peptide-MHC class I binding affinity with 185,985 pairs from IEDB/IMGT. Task: Regression. Given a peptide amino acid sequence and an MHC pseudo amino acid sequence, predict their binding affinity value. This is MHC class I binding data. (1) The peptide sequence is ALANTIEV. The MHC is HLA-A02:02 with pseudo-sequence HLA-A02:02. The binding affinity (normalized) is 0.530. (2) The MHC is HLA-A03:01 with pseudo-sequence HLA-A03:01. The peptide sequence is RLPKRSVML. The binding affinity (normalized) is 0.0354. (3) The peptide sequence is DEREVSVPA. The MHC is Patr-B2401 with pseudo-sequence Patr-B2401. The binding affinity (normalized) is 0.0687. (4) The peptide sequence is DAVRAFLLR. The MHC is HLA-A03:01 with pseudo-sequence HLA-A03:01. The binding affinity (normalized) is 0.0345. (5) The peptide sequence is KVALYRRIQR. The MHC is HLA-A02:02 with pseudo-sequence HLA-A02:02. The binding affinity (normalized) is 0.